This data is from Drug-target binding data from BindingDB using Ki measurements. The task is: Regression. Given a target protein amino acid sequence and a drug SMILES string, predict the binding affinity score between them. We predict pKi (pKi = -log10(Ki in M); higher means stronger inhibition). Dataset: bindingdb_ki. (1) The compound is CCCCC[C@H](O)/C=C/[C@H]1[C@H](O)CC(=O)[C@@H]1C/C=C\CCCC(=O)O. The target protein (Q9R261) has sequence MNESYRCQAATWVERGSSATMGGVAFSAGLLGNLLALVLLARSGLGSCRPGPLHPPPSVFYVLVCGLTVTDLLGKCLISPMVLAAYAQNRSLKELLPASGNQLCEAFAFLMSFFGLASTLQLLAMALECWLSLGHPFFYQRHITARRGVLVAPVAGAFSLAFCALPFAGFGKFVQYCPGTWCFIQMIHKKRSFSVIGFSVLYSSLMALLVLATVVCNLGAMSNLYAMHRRQRHHPRRCSRDRAQSGSDYRHGSPNPLEELDHFVLLALTTVLFTMCSLPLIYRAYYGAFKLVDRADGDSEDLQALRFLSVISIVDPWIFIIFRTSVFRMLFHKTFTRPLIYRNWCSHSWQTNMESTL. The pKi is 5.5. (2) The drug is Nc1ncnc2[nH]c(C(F)(F)F)nc12. The target protein sequence is MSFVAGVTAQGARGTYRAALNSEKHQDHVSLTVPLCGSGNLVEKLSPWFMDGENAYEVVKAMLLKKEPLLYVPIRLAGHTRHLPGPRVYLVERLIACENPFMVNQLAYSSSANGSLVGTTLQGKPIGMFFPYDIELVTGKQNILLRKYGRGGYHYTPFHYERDNTSCPEWMDDFEADPKGKYAQNLLKKLIGGDVTPVDQYMCGVDGKPISAYAFLMAKDGITKLADVEADVAARADDEGFITLKNNLYRLVWHVERKDVPYPKQSIFTINSVVQKDGVENTPPHYFTLGCKILTLTPRNKWSGVSDLSLKQKLLYTFYGKESLENPTYIYHSAFIECGSCGNDSWLTGNAIQGFACGCGASYTANDVEVQSSGMIKPNALLCATCPFAKGDSCSSNCKHSVAQLVSYLSERCNVIADSKSFTLIFGGVAYAYFGCEEGTMYFVPRAKSVVSRIGDSIFTGCTGSWNKVTQIANMFLEQTQHSLNFVGEFVVNDVVLAIL.... The pKi is 5.1. (3) The small molecule is C[C@@H](NCC1NCC(O)C1O)c1ccccc1. The target protein sequence is MARGSRSVGSSSSKWRYCNPSYYLKRPKRLALLFIVFVCVSFVFWDRQTLVREHQVEISELQKEVTDLKNLVDDLNNKQGGTSGKTDLGRKATKSSKDVLDDPIDIERREKVKEAMLHAWGSYEKYAWGQDELQPQSKNGVNSFGGLGATLIDSLDTLYIMGLNEQFQKAREWVANSLDFNKDYEASVFETTIRVVGGLLSAYDLSGDKVFLDKAIEIADRLLPAWNTPTGIPYNIINLSHGRAHNPSWTGGESILADSGTEQLEFIVLSQRTGDLKYQQKVENVIAQLNKTFPDDGLLPIYINPHSGAAGYSPITFGAMGDSFYEYLLKVWIQGNKTSSIKHYRDMWEKSMKGLSSLIRRSTPSSFTYICEKNGGSLTDKMDELACFAPGMIALGSFGYSAADDSQKFLSLAEELAWTCYNFYQSTPTKLAGENYFFHSGQDMSVGTSWNILRPETVESLFYLWRLTGNKTYQEWGWNIFQAFEKNSRIESGYVGLKDV.... The pKi is 3.8. (4) The drug is O=[N+]([O-])c1cccc(CSc2ncnc3c2ncn3[C@@H]2O[C@H](CO)[C@@H](O)[C@H]2O)c1. The target protein (Q99808) has sequence MTTSHQPQDRYKAVWLIFFMLGLGTLLPWNFFMTATQYFTNRLDMSQNVSLVTAELSKDAQASAAPAAPLPERNSLSAIFNNVMTLCAMLPLLLFTYLNSFLHQRIPQSVRILGSLVAILLVFLITAILVKVQLDALPFFVITMIKIVLINSFGAILQGSLFGLAGLLPASYTAPIMSGQGLAGFFASVAMICAIASGSELSESAFGYFITACAVIILTIICYLGLPRLEFYRYYQQLKLEGPGEQETKLDLISKGEEPRAGKEESGVSVSNSQPTNESHSIKAILKNISVLAFSVCFIFTITIGMFPAVTVEVKSSIAGSSTWERYFIPVSCFLTFNIFDWLGRSLTAVFMWPGKDSRWLPSLVLARLVFVPLLLLCNIKPRRYLTVVFEHDAWFIFFMAAFAFSNGYLASLCMCFGPKKVKPAEAETAGAIMAFFLCLGLALGAVFSFLFRAIV. The pKi is 8.7. (5) The drug is O=C(CCCCO[C@@H]1O[C@@H](CO)[C@H](O)[C@H](O)[C@@H]1O)NCC(=O)NCCCC(=O)OCC(COC(=O)CCCNC(=O)CNC(=O)CCCCO[C@@H]1O[C@@H](CO)[C@H](O)[C@H](O)[C@@H]1O)(COC(=O)CCCNC(=O)CNC(=O)CCCCO[C@@H]1O[C@@H](CO)[C@H](O)[C@H](O)[C@@H]1O)NC(=O)CNC(=O)OCc1ccccc1. The target protein (P34927) has sequence MTKDYQDFQHLDNDNDHHQLRRGPPPTPRLLQRLCSGSRLLLLSSSLSILLLVVVCVITSQNSQLREDLLALRQNFSNLTVSTEDQVKALSTQGSSVGRKMKLVESKLEKQQKDLTEDHSSLLLHVKQLVSDVRSLSCQMAAFRGNGSERTCCPINWVEYEGSCYWFSSSVRPWTEADKYCQLENAHLVVVTSRDEQNFLQRHMGPLNTWIGLTDQNGPWKWVDGTDYETGFQNWRPEQPDNWYGHGLGGGEDCAHFTTDGRWNDDVCRRPYRWVCETKLDKAN. The pKi is 7.0.